Dataset: Full USPTO retrosynthesis dataset with 1.9M reactions from patents (1976-2016). Task: Predict the reactants needed to synthesize the given product. (1) Given the product [CH2:1]([C@H:4]1[CH2:10][N:9]([CH:11]2[CH2:15][CH2:14][CH2:13][CH2:12]2)[C:8]2[N:16]=[C:17]([NH:20][C:21]3[CH:29]=[CH:28][C:24]([C:25]([NH:41][N:38]4[CH2:39][CH2:40][N:35]([CH3:34])[CH2:36][CH2:37]4)=[O:27])=[CH:23][C:22]=3[O:30][CH3:31])[N:18]=[CH:19][C:7]=2[N:6]([CH3:32])[C:5]1=[O:33])[CH:2]=[CH2:3], predict the reactants needed to synthesize it. The reactants are: [CH2:1]([C@H:4]1[CH2:10][N:9]([CH:11]2[CH2:15][CH2:14][CH2:13][CH2:12]2)[C:8]2[N:16]=[C:17]([NH:20][C:21]3[CH:29]=[CH:28][C:24]([C:25]([OH:27])=O)=[CH:23][C:22]=3[O:30][CH3:31])[N:18]=[CH:19][C:7]=2[N:6]([CH3:32])[C:5]1=[O:33])[CH:2]=[CH2:3].[CH3:34][N:35]1[CH2:40][CH2:39][N:38]([NH2:41])[CH2:37][CH2:36]1. (2) Given the product [CH3:18][O:19][C:20]([NH:12][C@H:8]([C:9]([OH:11])=[O:10])[CH2:7][C:6]1[CH:5]=[CH:4][C:3]([N+:13]([O-:15])=[O:14])=[CH:2][CH:1]=1)=[O:21], predict the reactants needed to synthesize it. The reactants are: [CH:1]1[C:6]([CH2:7][C@H:8]([NH2:12])[C:9]([OH:11])=[O:10])=[CH:5][CH:4]=[C:3]([N+:13]([O-:15])=[O:14])[CH:2]=1.[OH-].[Na+].[CH3:18][O:19][C:20](Cl)=[O:21].